This data is from Forward reaction prediction with 1.9M reactions from USPTO patents (1976-2016). The task is: Predict the product of the given reaction. (1) Given the reactants [Cl:1][C:2]1[C:3]([F:42])=[C:4]([CH:39]=[CH:40][CH:41]=1)[CH2:5][NH:6][C:7]([C@@H:9]1[CH2:13][C@:12]([F:15])([CH3:14])[CH2:11][N:10]1[C:16](=[O:38])[CH2:17][N:18]1[C:26]2[C:21](=[CH:22][C:23]([O:27]CC3C=CC=CC=3)=[CH:24][CH:25]=2)[C:20]([C:35](=[O:37])[CH3:36])=[CH:19]1)=[O:8].C(O)(C(F)(F)F)=O.C1(SC)C=CC=CC=1, predict the reaction product. The product is: [Cl:1][C:2]1[C:3]([F:42])=[C:4]([CH:39]=[CH:40][CH:41]=1)[CH2:5][NH:6][C:7]([C@@H:9]1[CH2:13][C@:12]([F:15])([CH3:14])[CH2:11][N:10]1[C:16](=[O:38])[CH2:17][N:18]1[C:26]2[C:21](=[CH:22][C:23]([OH:27])=[CH:24][CH:25]=2)[C:20]([C:35](=[O:37])[CH3:36])=[CH:19]1)=[O:8]. (2) Given the reactants C([O:8][C:9]1[CH:18]=[C:17]2[C:12]([C:13]([O:19][C:20]3[CH:21]=[C:22]4[C:26](=[CH:27][CH:28]=3)[NH:25][CH:24]=[CH:23]4)=[CH:14][CH:15]=[N:16]2)=[CH:11][C:10]=1[C:29]#[N:30])C1C=CC=CC=1, predict the reaction product. The product is: [C:29]([C:10]1[CH:11]=[C:12]2[C:17](=[CH:18][C:9]=1[OH:8])[N:16]=[CH:15][CH:14]=[C:13]2[O:19][C:20]1[CH:21]=[C:22]2[C:26](=[CH:27][CH:28]=1)[NH:25][CH:24]=[CH:23]2)#[N:30]. (3) Given the reactants [N+:1]([C:4]1[CH:5]=[C:6]([OH:24])[CH:7]=[C:8]([S:10]([C:13]2[CH:18]=[CH:17][CH:16]=[C:15]([O:19][C:20]([F:23])([F:22])[F:21])[CH:14]=2)(=[O:12])=[O:11])[CH:9]=1)([O-:3])=[O:2].[CH3:25][CH:26]([CH3:29])[CH2:27]O.CC(OC(/N=N/C(OC(C)C)=O)=O)C.C1C=CC(P(C2C=CC=CC=2)C2C=CC=CC=2)=CC=1, predict the reaction product. The product is: [CH2:25]([O:24][C:6]1[CH:7]=[C:8]([S:10]([C:13]2[CH:18]=[CH:17][CH:16]=[C:15]([O:19][C:20]([F:23])([F:21])[F:22])[CH:14]=2)(=[O:11])=[O:12])[CH:9]=[C:4]([N+:1]([O-:3])=[O:2])[CH:5]=1)[CH:26]([CH3:29])[CH3:27]. (4) Given the reactants [C:1]([O:5][C:6]([NH:8][C@@H:9]([C:20]([OH:22])=O)[CH2:10][C:11]1[C:19]2[C:14](=[CH:15][CH:16]=[CH:17][CH:18]=2)[NH:13][CH:12]=1)=[O:7])([CH3:4])([CH3:3])[CH3:2].Cl.[CH3:24][O:25][C:26]1[CH:27]=[C:28]([C:34]2[C@@H:43]3[C@@H:38]([CH2:39][CH2:40][CH2:41][CH2:42]3)[C:37](=[O:44])[N:36]([CH:45]3[CH2:50][CH2:49][NH:48][CH2:47][CH2:46]3)[N:35]=2)[CH:29]=[CH:30][C:31]=1[O:32][CH3:33].C(Cl)CCl.C1C=CC2N(O)N=NC=2C=1, predict the reaction product. The product is: [CH3:24][O:25][C:26]1[CH:27]=[C:28]([C:34]2[C@H:43]3[C@H:38]([CH2:39][CH2:40][CH2:41][CH2:42]3)[C:37](=[O:44])[N:36]([CH:45]3[CH2:46][CH2:47][N:48]([C:20](=[O:22])[C@H:9]([NH:8][C:6](=[O:7])[O:5][C:1]([CH3:2])([CH3:3])[CH3:4])[CH2:10][C:11]4[C:19]5[C:14](=[CH:15][CH:16]=[CH:17][CH:18]=5)[NH:13][CH:12]=4)[CH2:49][CH2:50]3)[N:35]=2)[CH:29]=[CH:30][C:31]=1[O:32][CH3:33]. (5) Given the reactants O=S(Cl)Cl.[N+:5]([C:8]1[CH:9]=[CH:10][CH:11]=[C:12]2[C:17]=1[N:16]=[CH:15][CH:14]=[C:13]2[C:18]([OH:20])=[O:19])([O-:7])=[O:6].[CH3:21]O, predict the reaction product. The product is: [CH3:21][O:19][C:18]([C:13]1[C:12]2[C:17](=[C:8]([N+:5]([O-:7])=[O:6])[CH:9]=[CH:10][CH:11]=2)[N:16]=[CH:15][CH:14]=1)=[O:20]. (6) Given the reactants [CH3:1][C@H:2]1[CH2:6][O:5][C:4](=[O:7])[N:3]1[CH2:8][C:9]1[CH:17]=[CH:16][C:12]([C:13]([OH:15])=O)=[CH:11][CH:10]=1.[CH:18]1([C:21]2[CH:22]=[C:23]([CH3:33])[C:24]([N:27]3[CH2:32][CH2:31][NH:30][CH2:29][CH2:28]3)=[N:25][CH:26]=2)[CH2:20][CH2:19]1, predict the reaction product. The product is: [CH:18]1([C:21]2[CH:22]=[C:23]([CH3:33])[C:24]([N:27]3[CH2:28][CH2:29][N:30]([C:13]([C:12]4[CH:11]=[CH:10][C:9]([CH2:8][N:3]5[C@@H:2]([CH3:1])[CH2:6][O:5][C:4]5=[O:7])=[CH:17][CH:16]=4)=[O:15])[CH2:31][CH2:32]3)=[N:25][CH:26]=2)[CH2:20][CH2:19]1.